From a dataset of Cav3 T-type calcium channel HTS with 100,875 compounds. Binary Classification. Given a drug SMILES string, predict its activity (active/inactive) in a high-throughput screening assay against a specified biological target. (1) The molecule is s1\c(n(c(CC(OC)=O)c1)CC=C)=N/c1ccc(cc1)C(=O)C. The result is 0 (inactive). (2) The compound is S(=O)(=O)(N1CCOCC1)c1c2c(c(N(C)C)ccc2)ccc1. The result is 0 (inactive).